This data is from Full USPTO retrosynthesis dataset with 1.9M reactions from patents (1976-2016). The task is: Predict the reactants needed to synthesize the given product. (1) Given the product [Cl:21][C:17]1[CH:16]=[C:15]([S:12]([NH:11][C:9]2[CH:8]=[C:7]([CH3:22])[N:6]=[C:5]3[S:4][C:3]([CH3:23])=[C:2]([C:32]4[CH:33]=[C:34]([CH2:38][NH:39][C:40](=[O:46])[O:41][C:42]([CH3:44])([CH3:43])[CH3:45])[CH:35]=[CH:36][CH:37]=4)[C:10]=23)(=[O:14])=[O:13])[CH:20]=[CH:19][CH:18]=1, predict the reactants needed to synthesize it. The reactants are: Br[C:2]1[C:10]2[C:5](=[N:6][C:7]([CH3:22])=[CH:8][C:9]=2[NH:11][S:12]([C:15]2[CH:20]=[CH:19][CH:18]=[C:17]([Cl:21])[CH:16]=2)(=[O:14])=[O:13])[S:4][C:3]=1[CH3:23].CC1(C)C(C)(C)OB([C:32]2[CH:33]=[C:34]([CH2:38][NH:39][C:40](=[O:46])[O:41][C:42]([CH3:45])([CH3:44])[CH3:43])[CH:35]=[CH:36][CH:37]=2)O1.C(=O)([O-])[O-].[K+].[K+].C(OCC)(=O)C. (2) Given the product [CH3:1][O:2][C:3]1[CH:4]=[CH:5][C:6]([C:9]2[C:13]([CH3:14])=[C:12]([NH:15][C:17]([C@@H:18]3[CH2:19][C@H:20]3[CH3:21])=[O:22])[S:11][N:10]=2)=[CH:7][CH:8]=1, predict the reactants needed to synthesize it. The reactants are: [CH3:1][O:2][C:3]1[CH:8]=[CH:7][C:6]([C:9]2[C:13]([CH3:14])=[C:12]([NH2:15])[S:11][N:10]=2)=[CH:5][CH:4]=1.N1[CH:21]=[CH:20][CH:19]=[CH:18][CH:17]=1.[OH2:22]. (3) The reactants are: [Br:1][C:2]1[CH:3]=[C:4]([CH2:29][C:30]([OH:32])=[O:31])[CH:5]=[C:6]([Br:28])[C:7]=1[O:8][C:9]1[CH:14]=[C:13]([CH:15]([CH3:17])[CH3:16])[C:12]([OH:18])=[CH:11][C:10]=1[C:19](=[O:27])[C:20]1[CH:25]=[CH:24][CH:23]=[C:22]([CH3:26])[CH:21]=1.[CH3:33]O. Given the product [CH3:33][O:31][C:30](=[O:32])[CH2:29][C:4]1[CH:3]=[C:2]([Br:1])[C:7]([O:8][C:9]2[CH:14]=[C:13]([CH:15]([CH3:17])[CH3:16])[C:12]([OH:18])=[CH:11][C:10]=2[C:19](=[O:27])[C:20]2[CH:25]=[CH:24][CH:23]=[C:22]([CH3:26])[CH:21]=2)=[C:6]([Br:28])[CH:5]=1, predict the reactants needed to synthesize it. (4) Given the product [Cl:35][C:36]1[CH:41]=[CH:40][C:39]([Cl:42])=[CH:38][C:37]=1[C:14]1[CH:15]=[C:10]([CH:5]([CH2:6][CH:7]([CH3:9])[CH3:8])[C:4]([OH:34])=[O:3])[CH:11]=[C:12]([C:24]2[CH:25]=[CH:26][C:27]([C:30]([F:31])([F:32])[F:33])=[CH:28][CH:29]=2)[CH:13]=1, predict the reactants needed to synthesize it. The reactants are: C([O:3][C:4](=[O:34])[CH:5]([C:10]1[CH:11]=[C:12]([C:24]2[CH:29]=[CH:28][C:27]([C:30]([F:33])([F:32])[F:31])=[CH:26][CH:25]=2)[CH:13]=[C:14](OS(C(F)(F)F)(=O)=O)[CH:15]=1)[CH2:6][CH:7]([CH3:9])[CH3:8])C.[Cl:35][C:36]1[CH:41]=[CH:40][C:39]([Cl:42])=[CH:38][C:37]=1B(O)O.